From a dataset of Forward reaction prediction with 1.9M reactions from USPTO patents (1976-2016). Predict the product of the given reaction. (1) The product is: [O:11]=[CH:12][C@H:13]([NH:15][C:16](=[O:22])[O:17][C:18]([CH3:21])([CH3:20])[CH3:19])[CH3:14]. Given the reactants C(Cl)(=O)C(Cl)=O.CS(C)=O.[OH:11][CH2:12][C@H:13]([NH:15][C:16](=[O:22])[O:17][C:18]([CH3:21])([CH3:20])[CH3:19])[CH3:14].C(N(CC)CC)C, predict the reaction product. (2) Given the reactants C(=O)(O)[O-].[Na+].[Br:6]N1C(=O)CCC1=O.[C:14]([O:18][C:19]([N:21]1[CH2:26][CH2:25][N:24]([C:27]2[C:32]3[N:33]([CH2:38][C:39]#[C:40][CH3:41])[C:34](=[O:37])[N:35]([CH3:36])[C:31]=3[CH:30]=[CH:29][N:28]=2)[CH2:23][CH2:22]1)=[O:20])([CH3:17])([CH3:16])[CH3:15].C(OCC)(=O)C, predict the reaction product. The product is: [C:14]([O:18][C:19]([N:21]1[CH2:22][CH2:23][N:24]([C:27]2[C:32]3[N:33]([CH2:38][C:39]#[C:40][CH3:41])[C:34](=[O:37])[N:35]([CH3:36])[C:31]=3[C:30]([Br:6])=[CH:29][N:28]=2)[CH2:25][CH2:26]1)=[O:20])([CH3:17])([CH3:16])[CH3:15].